Dataset: Full USPTO retrosynthesis dataset with 1.9M reactions from patents (1976-2016). Task: Predict the reactants needed to synthesize the given product. (1) Given the product [N:2]1([CH:8]2[CH2:9][CH2:10][CH:11]([NH:14][C:15]3[C:16]4[C:17]5[C:22]([S:23][C:24]=4[N:25]=[CH:26][N:27]=3)=[CH:21][CH:20]=[C:19]([CH2:28][C:29]([NH2:1])=[O:31])[CH:18]=5)[CH2:12][CH2:13]2)[CH2:7][CH2:6][O:5][CH2:4][CH2:3]1, predict the reactants needed to synthesize it. The reactants are: [NH3:1].[N:2]1([CH:8]2[CH2:13][CH2:12][CH:11]([NH:14][C:15]3[C:16]4[C:17]5[C:22]([S:23][C:24]=4[N:25]=[CH:26][N:27]=3)=[CH:21][CH:20]=[C:19]([CH2:28][C:29]([O:31]CC)=O)[CH:18]=5)[CH2:10][CH2:9]2)[CH2:7][CH2:6][O:5][CH2:4][CH2:3]1. (2) Given the product [F:11][C:10]1[C:2]([NH:16][C:15]2[CH:17]=[CH:18][C:19]([CH3:21])=[CH:20][C:14]=2[F:13])=[C:3]([CH:7]=[CH:8][C:9]=1[F:12])[C:4]([OH:6])=[O:5], predict the reactants needed to synthesize it. The reactants are: F[C:2]1[C:10]([F:11])=[C:9]([F:12])[CH:8]=[CH:7][C:3]=1[C:4]([OH:6])=[O:5].[F:13][C:14]1[CH:20]=[C:19]([CH3:21])[CH:18]=[CH:17][C:15]=1[NH2:16].[Li+].C[Si]([N-][Si](C)(C)C)(C)C. (3) Given the product [CH3:31][O:30][C:28](=[O:29])[C:27]([C:7]1[CH:15]=[CH:14][CH:13]=[C:12]2[C:8]=1[CH:9]=[CH:10][N:11]2[CH2:16][CH2:17][CH2:18][O:19][Si:20]([C:23]([CH3:26])([CH3:25])[CH3:24])([CH3:22])[CH3:21])=[O:32], predict the reactants needed to synthesize it. The reactants are: C([Li])(C)(C)C.Br[C:7]1[CH:15]=[CH:14][CH:13]=[C:12]2[C:8]=1[CH:9]=[CH:10][N:11]2[CH2:16][CH2:17][CH2:18][O:19][Si:20]([C:23]([CH3:26])([CH3:25])[CH3:24])([CH3:22])[CH3:21].[C:27](OC)(=[O:32])[C:28]([O:30][CH3:31])=[O:29].C(=O)=O. (4) The reactants are: [F:1][C:2]1[CH:10]=[C:9]2[C:5]([C:6]([C:20]3[CH:35]=[CH:34][C:23]4[N:24]=[C:25]([CH2:27][CH:28]5[CH2:33][CH2:32][NH:31][CH2:30][CH2:29]5)[O:26][C:22]=4[CH:21]=3)=[CH:7][N:8]2[S:11]([C:14]2[CH:19]=[CH:18][CH:17]=[CH:16][CH:15]=2)(=[O:13])=[O:12])=[CH:4][CH:3]=1.[CH3:36][S:37](Cl)(=[O:39])=[O:38].O. Given the product [F:1][C:2]1[CH:10]=[C:9]2[C:5]([C:6]([C:20]3[CH:35]=[CH:34][C:23]4[N:24]=[C:25]([CH2:27][CH:28]5[CH2:29][CH2:30][N:31]([S:37]([CH3:36])(=[O:39])=[O:38])[CH2:32][CH2:33]5)[O:26][C:22]=4[CH:21]=3)=[CH:7][N:8]2[S:11]([C:14]2[CH:19]=[CH:18][CH:17]=[CH:16][CH:15]=2)(=[O:13])=[O:12])=[CH:4][CH:3]=1, predict the reactants needed to synthesize it.